The task is: Predict the reaction yield, written as a fraction of the theoretical maximum amount of product (1.0 means a 100% yield; for example, 0.34 means a 34% yield).. This data is from Reaction yield outcomes from USPTO patents with 853,638 reactions. (1) The reactants are [CH:1]([O:4][C:5](=[O:14])[C:6]1[CH:11]=[CH:10][CH:9]=[C:8](Br)[C:7]=1[CH3:13])([CH3:3])[CH3:2].O1CCOCC1.C(N(CC)CC)C.[CH3:28][C:29]1([CH3:36])[C:33]([CH3:35])([CH3:34])[O:32][BH:31][O:30]1. The catalyst is Cl[Pd](Cl)([P](C1C=CC=CC=1)(C1C=CC=CC=1)C1C=CC=CC=1)[P](C1C=CC=CC=1)(C1C=CC=CC=1)C1C=CC=CC=1.O.CCOC(C)=O. The product is [CH:1]([O:4][C:5](=[O:14])[C:6]1[CH:11]=[CH:10][CH:9]=[C:8]([B:31]2[O:32][C:33]([CH3:35])([CH3:34])[C:29]([CH3:36])([CH3:28])[O:30]2)[C:7]=1[CH3:13])([CH3:3])[CH3:2]. The yield is 0.430. (2) The reactants are [Br:1][C:2]1[N:3]=[C:4]2[C:10]([NH2:11])=[CH:9][N:8]([C:12]([C:25]3[CH:30]=[CH:29][CH:28]=[CH:27][CH:26]=3)([C:19]3[CH:24]=[CH:23][CH:22]=[CH:21][CH:20]=3)[C:13]3[CH:18]=[CH:17][CH:16]=[CH:15][CH:14]=3)[C:5]2=[N:6][CH:7]=1.CCN(C(C)C)C(C)C.[Br:40][CH2:41][C:42]1[CH:50]=[CH:49][CH:48]=[CH:47][C:43]=1[C:44](Cl)=[O:45]. The catalyst is C1COCC1. The product is [Br:1][C:2]1[N:3]=[C:4]2[C:10]([NH:11][C:44](=[O:45])[C:43]3[CH:47]=[CH:48][CH:49]=[CH:50][C:42]=3[CH2:41][Br:40])=[CH:9][N:8]([C:12]([C:19]3[CH:20]=[CH:21][CH:22]=[CH:23][CH:24]=3)([C:13]3[CH:14]=[CH:15][CH:16]=[CH:17][CH:18]=3)[C:25]3[CH:30]=[CH:29][CH:28]=[CH:27][CH:26]=3)[C:5]2=[N:6][CH:7]=1. The yield is 0.340. (3) The reactants are C1([NH:7][C:8]([C:10]2[C:11](=[O:29])[N:12]([CH2:22][C:23]3[CH:28]=[CH:27][CH:26]=[CH:25][CH:24]=3)[C:13]3[C:18]([C:19]=2O)=[CH:17][C:16]([Cl:21])=[CH:15][CH:14]=3)=O)CCCCC1.P(Cl)(Cl)([Cl:32])=O. No catalyst specified. The product is [CH2:22]([N:12]1[C:13]2[C:18](=[CH:17][C:16]([Cl:21])=[CH:15][CH:14]=2)[C:19]([Cl:32])=[C:10]([C:8]#[N:7])[C:11]1=[O:29])[C:23]1[CH:28]=[CH:27][CH:26]=[CH:25][CH:24]=1. The yield is 0.510. (4) The reactants are [CH3:1][O:2][C:3]1[CH:4]=[C:5]2[C:10](=[CH:11][C:12]=1[O:13][CH3:14])[N:9]=[CH:8][N:7]=[C:6]2[O:15][C:16]1[CH:22]=[CH:21][C:19]([NH2:20])=[C:18]([N+:23]([O-:25])=[O:24])[CH:17]=1.Cl[C:27](Cl)([O:29][C:30](=[O:36])OC(Cl)(Cl)Cl)Cl.[CH:38]1(O)[CH2:44][CH2:43]C[CH2:41][CH2:40][CH2:39]1.C(=O)(O)[O-].[Na+]. The catalyst is C(Cl)Cl.C(N(CC)CC)C.C1(C)C=CC=CC=1. The product is [CH3:1][O:2][C:3]1[CH:4]=[C:5]2[C:10](=[CH:11][C:12]=1[O:13][CH3:14])[N:9]=[CH:8][N:7]=[C:6]2[O:15][C:16]1[CH:22]=[CH:21][C:19]([NH:20][C:30](=[O:36])[O:29][CH:27]2[CH2:41][CH2:40][CH2:39][CH2:38][CH2:44][CH2:43]2)=[C:18]([N+:23]([O-:25])=[O:24])[CH:17]=1. The yield is 1.00. (5) The reactants are [CH3:1][CH:2]1[CH2:7][C:6](=[O:8])[CH2:5][C:4](=[O:9])[CH2:3]1.C([O-])([O-])=O.[Na+].[Na+].[O:16](S(C(F)(F)F)(=O)=O)[S:17]([C:20]([F:23])([F:22])[F:21])(=O)=[O:18]. The catalyst is C(Cl)Cl. The product is [F:21][C:20]([F:23])([F:22])[S:17]([O:8][C:6]1[CH2:7][CH:2]([CH3:1])[CH2:3][C:4](=[O:9])[CH:5]=1)(=[O:18])=[O:16]. The yield is 0.780. (6) The reactants are C([NH:4][OH:5])(=O)C.CC(C)([O-])C.[K+].F[C:13]1[CH:20]=[CH:19][C:18]([C:21]2[CH:26]=[C:25]([C:27]3[CH:32]=[CH:31][CH:30]=[CH:29][C:28]=3[O:33][CH2:34][CH:35]([CH3:37])[CH3:36])[NH:24][C:23](=[O:38])[N:22]=2)=[CH:17][C:14]=1[C:15]#[N:16]. The catalyst is CN(C=O)C. The product is [NH2:16][C:15]1[C:14]2[CH:17]=[C:18]([C:21]3[CH:26]=[C:25]([C:27]4[CH:32]=[CH:31][CH:30]=[CH:29][C:28]=4[O:33][CH2:34][CH:35]([CH3:37])[CH3:36])[NH:24][C:23](=[O:38])[N:22]=3)[CH:19]=[CH:20][C:13]=2[O:5][N:4]=1. The yield is 0.740. (7) The reactants are [C:1]([O:4][CH:5]([CH2:7][CH2:8][CH2:9][OH:10])[CH3:6])(=[O:3])[CH3:2].C1(P(C2C=CC=CC=2)C2C=CC=CC=2)C=CC=CC=1.N(C(OCC)=O)=NC([O-])=O.[F:40][C:41]([F:62])([F:61])[C:42]([C:51]1[CH:56]=[CH:55][C:54](O)=[C:53]([CH2:58][CH2:59][CH3:60])[CH:52]=1)([O:47][CH2:48][O:49][CH3:50])[C:43]([F:46])([F:45])[F:44]. The catalyst is O1CCCC1. The product is [C:1]([O:4][CH:5]([CH2:7][CH2:8][CH2:9][O:10][C:54]1[CH:55]=[CH:56][C:51]([C:42]([O:47][CH2:48][O:49][CH3:50])([C:43]([F:46])([F:45])[F:44])[C:41]([F:40])([F:61])[F:62])=[CH:52][C:53]=1[CH2:58][CH2:59][CH3:60])[CH3:6])(=[O:3])[CH3:2]. The yield is 0.850. (8) The reactants are CC1(C)[O:6][C:5](=O)[C@H:4]([C@@H:8]([C:13]([N:15]2[CH2:20][CH2:19][N:18]([C:21]3[CH:26]=[C:25]([C:27]([F:30])([F:29])[F:28])[CH:24]=[CH:23][N:22]=3)[CH2:17][C@H:16]2[CH3:31])=[O:14])[CH2:9][CH:10]([CH3:12])[CH3:11])[O:3]1.[NH2:33][OH:34]. The catalyst is CO.CO.C(#N)C. The product is [OH:34][NH:33][C:5](=[O:6])[C@@H:4]([OH:3])[C@@H:8]([C:13]([N:15]1[CH2:20][CH2:19][N:18]([C:21]2[CH:26]=[C:25]([C:27]([F:28])([F:30])[F:29])[CH:24]=[CH:23][N:22]=2)[CH2:17][C@H:16]1[CH3:31])=[O:14])[CH2:9][CH:10]([CH3:11])[CH3:12]. The yield is 0.298. (9) The reactants are Br[C:2]1[C:7]2=[N:8][C:9]([C:12]([NH:14][CH:15]([C:17]([OH:20])([CH3:19])[CH3:18])[CH3:16])=[O:13])=[CH:10][N:11]=[C:6]2[CH:5]=[N:4][CH:3]=1.[CH3:21][C:22]1[N:27]=[C:26](B(O)O)[CH:25]=[CH:24][CH:23]=1.C(=O)([O-])[O-].[Cs+].[Cs+].O1CCOCC1. The catalyst is C1(P([C-]2C=CC=C2)C2C=CC=CC=2)C=CC=CC=1.[C-]1(P(C2C=CC=CC=2)C2C=CC=CC=2)C=CC=C1.[Fe+2].[Pd](Cl)Cl.O. The product is [OH:20][C:17]([CH3:19])([CH3:18])[CH:15]([NH:14][C:12]([C:9]1[N:8]=[C:7]2[C:2]([C:26]3[CH:25]=[CH:24][CH:23]=[C:22]([CH3:21])[N:27]=3)=[CH:3][N:4]=[CH:5][C:6]2=[N:11][CH:10]=1)=[O:13])[CH3:16]. The yield is 0.120.